From a dataset of Reaction yield outcomes from USPTO patents with 853,638 reactions. Predict the reaction yield, written as a fraction of the theoretical maximum amount of product (1.0 means a 100% yield; for example, 0.34 means a 34% yield). (1) The reactants are [CH3:1][O:2][C:3]([C:5]1[C:6]([NH2:20])=[C:7]([C:14]#[C:15][Si](C)(C)C)[CH:8]=[C:9]2[C:13]=1[NH:12][N:11]=[CH:10]2)=[O:4].[F-].C([N+](CCCC)(CCCC)CCCC)CCC.O.C(OC)(C)(C)C. The catalyst is O1CCCC1. The product is [CH3:1][O:2][C:3]([C:5]1[C:6]([NH2:20])=[C:7]([C:14]#[CH:15])[CH:8]=[C:9]2[C:13]=1[NH:12][N:11]=[CH:10]2)=[O:4]. The yield is 0.560. (2) The reactants are [Cl-].[Al+3].[Cl-].[Cl-].[H-].[Al+3].[Li+].[H-].[H-].[H-].[CH:11]([C:14]1[CH:19]=[CH:18][C:17]([CH:20]2[C:24]3[C:25]([CH3:43])=[C:26]([NH:31][C:32]([C:34]4[CH:42]=[CH:41][C:37]5[O:38][CH2:39][O:40][C:36]=5[CH:35]=4)=O)[C:27]([CH3:30])=[C:28]([CH3:29])[C:23]=3[O:22][C:21]2([CH3:45])[CH3:44])=[CH:16][CH:15]=1)([CH3:13])[CH3:12].[OH-].[Na+]. The catalyst is O1CCCC1. The product is [O:38]1[C:37]2[CH:41]=[CH:42][C:34]([CH2:32][NH:31][C:26]3[C:27]([CH3:30])=[C:28]([CH3:29])[C:23]4[O:22][C:21]([CH3:45])([CH3:44])[CH:20]([C:17]5[CH:16]=[CH:15][C:14]([CH:11]([CH3:13])[CH3:12])=[CH:19][CH:18]=5)[C:24]=4[C:25]=3[CH3:43])=[CH:35][C:36]=2[O:40][CH2:39]1. The yield is 0.400. (3) The reactants are Cl[C:2]1[N:7]=[C:6]([NH:8][C@@H:9]([C:11]2[CH:16]=[CH:15][CH:14]=[CH:13][CH:12]=2)[CH3:10])[C:5]([N+:17]([O-])=O)=[CH:4][CH:3]=1.Cl[C:21]1[C:26]([N+]([O-])=O)=[CH:25][CH:24]=[C:23](Cl)[N:22]=1.C(N(C(C)C)CC)(C)C.[C:40]1([C@H](N)C)C=C[CH:43]=[CH:42][CH:41]=1.[O:49]1CCC[CH2:50]1. No catalyst specified. The product is [C:11]1([C@H:9]([N:8]2[C:6]3=[N:7][C:2]([C:43]4[CH:42]=[CH:41][CH:40]=[C:21]5[C:26]=4[CH:25]=[CH:24][CH:23]=[N:22]5)=[CH:3][CH:4]=[C:5]3[NH:17][C:50]2=[O:49])[CH3:10])[CH:16]=[CH:15][CH:14]=[CH:13][CH:12]=1. The yield is 0.780. (4) The reactants are C(N(CC)CC)C.[CH3:8][C:9]1[CH:17]=[C:16]([CH3:18])[CH:15]=[C:14]([CH3:19])[C:10]=1[C:11](Cl)=[O:12].[CH2:20]([O:27][C:28]1[C:29]([CH3:37])=[C:30]([CH3:36])[C:31]([NH2:35])=[N:32][C:33]=1[CH3:34])[C:21]1[CH:26]=[CH:25][CH:24]=[CH:23][CH:22]=1. The catalyst is C(Cl)Cl. The product is [CH2:20]([O:27][C:28]1[C:29]([CH3:37])=[C:30]([CH3:36])[C:31]([NH:35][C:11](=[O:12])[C:10]2[C:9]([CH3:8])=[CH:17][C:16]([CH3:18])=[CH:15][C:14]=2[CH3:19])=[N:32][C:33]=1[CH3:34])[C:21]1[CH:22]=[CH:23][CH:24]=[CH:25][CH:26]=1. The yield is 0.330. (5) The reactants are [C:1]([C:5]1[N:6]([CH2:19][CH2:20][OH:21])[C:7]2[CH:8]=[CH:9][C:10]([N+:16]([O-])=O)=[C:11]([C:14]#[N:15])[C:12]=2[CH:13]=1)([CH3:4])([CH3:3])[CH3:2]. The catalyst is C(O)C.[Pd]. The product is [NH2:16][C:10]1[CH:9]=[CH:8][C:7]2[N:6]([CH2:19][CH2:20][OH:21])[C:5]([C:1]([CH3:2])([CH3:3])[CH3:4])=[CH:13][C:12]=2[C:11]=1[C:14]#[N:15]. The yield is 0.930. (6) The reactants are [CH:1]([N:4]1[C:8]([C:9]2[N:18]=[C:17]3[N:11]([CH2:12][CH2:13][O:14][C:15]4[CH:22]=[C:21](O)[N:20]=[CH:19][C:16]=43)[CH:10]=2)=[N:7][C:6]([CH3:24])=[N:5]1)([CH3:3])[CH3:2].[NH:25]1[CH2:32][CH2:31][CH2:30][C@H:26]1[C:27]([NH2:29])=[O:28]. No catalyst specified. The product is [CH:1]([N:4]1[C:8]([C:9]2[N:18]=[C:17]3[C:16]4[CH:19]=[N:20][C:21]([N:25]5[CH2:32][CH2:31][CH2:30][C@H:26]5[C:27]([NH2:29])=[O:28])=[CH:22][C:15]=4[O:14][CH2:13][CH2:12][N:11]3[CH:10]=2)=[N:7][C:6]([CH3:24])=[N:5]1)([CH3:2])[CH3:3]. The yield is 0.670. (7) The reactants are [H-].[Al+3].[Li+].[H-].[H-].[H-].[C:7]([O:11][C:12](=[O:21])[NH:13][C@@H:14]([C:16](=O)[N:17]([CH3:19])[CH3:18])[CH3:15])([CH3:10])([CH3:9])[CH3:8]. The catalyst is CCOCC. The product is [C:7]([O:11][C:12](=[O:21])[NH:13][C@H:14]([CH3:15])[CH2:16][N:17]([CH3:18])[CH3:19])([CH3:10])([CH3:9])[CH3:8]. The yield is 0.910. (8) The reactants are [Cl:1][C:2]1[CH:7]=[CH:6][C:5]([CH:8]([C:15]2[CH:20]=[CH:19][CH:18]=[CH:17][CH:16]=2)[N:9]2[CH2:14][CH2:13][NH:12][CH2:11][CH2:10]2)=[CH:4][CH:3]=1.Cl[CH2:22][CH2:23][O:24][CH2:25][C:26]([NH2:28])=[O:27].C(=O)([O-])[O-].[Na+].[Na+].C. The catalyst is [I-].[K+].C1(C)C=CC=CC=1. The product is [Cl:1][C:2]1[CH:3]=[CH:4][C:5]([CH:8]([C:15]2[CH:16]=[CH:17][CH:18]=[CH:19][CH:20]=2)[N:9]2[CH2:10][CH2:11][N:12]([CH2:22][CH2:23][O:24][CH2:25][C:26]([NH2:28])=[O:27])[CH2:13][CH2:14]2)=[CH:6][CH:7]=1. The yield is 0.796. (9) The reactants are [CH3:1][C:2]1[N:7]([C:8]2[CH:13]=[CH:12][CH:11]=[C:10]([C:14]([F:17])([F:16])[F:15])[CH:9]=2)[C:6](=[O:18])[C:5]([C:19]([NH:21][CH2:22][C:23]2[CH:28]=[CH:27][C:26]([S:29]([CH3:32])(=[O:31])=[O:30])=[CH:25][CH:24]=2)=[O:20])=[CH:4][CH:3]=1.[N+:33]([O-])([OH:35])=[O:34]. The catalyst is C(OC(=O)C)(=O)C. The product is [CH3:1][C:2]1[N:7]([C:8]2[CH:13]=[CH:12][CH:11]=[C:10]([C:14]([F:17])([F:15])[F:16])[CH:9]=2)[C:6](=[O:18])[C:5]([C:19]([NH:21][CH2:22][C:23]2[CH:24]=[CH:25][C:26]([S:29]([CH3:32])(=[O:31])=[O:30])=[CH:27][CH:28]=2)=[O:20])=[CH:4][C:3]=1[N+:33]([O-:35])=[O:34]. The yield is 0.230.